From a dataset of NCI-60 drug combinations with 297,098 pairs across 59 cell lines. Regression. Given two drug SMILES strings and cell line genomic features, predict the synergy score measuring deviation from expected non-interaction effect. (1) Drug 1: C1CN(CCN1C(=O)CCBr)C(=O)CCBr. Drug 2: C(CCl)NC(=O)N(CCCl)N=O. Cell line: NCI/ADR-RES. Synergy scores: CSS=17.1, Synergy_ZIP=-1.25, Synergy_Bliss=0.254, Synergy_Loewe=6.13, Synergy_HSA=0.712. (2) Drug 1: CC1C(C(=O)NC(C(=O)N2CCCC2C(=O)N(CC(=O)N(C(C(=O)O1)C(C)C)C)C)C(C)C)NC(=O)C3=C4C(=C(C=C3)C)OC5=C(C(=O)C(=C(C5=N4)C(=O)NC6C(OC(=O)C(N(C(=O)CN(C(=O)C7CCCN7C(=O)C(NC6=O)C(C)C)C)C)C(C)C)C)N)C. Drug 2: CCC1(C2=C(COC1=O)C(=O)N3CC4=CC5=C(C=CC(=C5CN(C)C)O)N=C4C3=C2)O.Cl. Cell line: HCT-15. Synergy scores: CSS=19.5, Synergy_ZIP=-3.39, Synergy_Bliss=-1.73, Synergy_Loewe=-11.8, Synergy_HSA=-6.27. (3) Drug 1: CN(C)N=NC1=C(NC=N1)C(=O)N. Drug 2: CCC1=C2CN3C(=CC4=C(C3=O)COC(=O)C4(CC)O)C2=NC5=C1C=C(C=C5)O. Cell line: SF-268. Synergy scores: CSS=36.3, Synergy_ZIP=1.88, Synergy_Bliss=1.96, Synergy_Loewe=-24.4, Synergy_HSA=-1.62. (4) Drug 1: CC1=CC2C(CCC3(C2CCC3(C(=O)C)OC(=O)C)C)C4(C1=CC(=O)CC4)C. Drug 2: C1=CC=C(C(=C1)C(C2=CC=C(C=C2)Cl)C(Cl)Cl)Cl. Cell line: HOP-92. Synergy scores: CSS=-5.02, Synergy_ZIP=5.90, Synergy_Bliss=7.35, Synergy_Loewe=-0.910, Synergy_HSA=-1.27. (5) Drug 1: C1=CC(=CC=C1CCC2=CNC3=C2C(=O)NC(=N3)N)C(=O)NC(CCC(=O)O)C(=O)O. Drug 2: C1=NC(=NC(=O)N1C2C(C(C(O2)CO)O)O)N. Cell line: IGROV1. Synergy scores: CSS=21.5, Synergy_ZIP=-6.46, Synergy_Bliss=-1.49, Synergy_Loewe=-4.81, Synergy_HSA=-1.38.